Dataset: Catalyst prediction with 721,799 reactions and 888 catalyst types from USPTO. Task: Predict which catalyst facilitates the given reaction. (1) Reactant: [CH:1]1([C:4]2[O:8][N:7]=[C:6]([C@@H:9]3[CH2:11][C@H:10]3[C:12]([F:15])([F:14])[F:13])[C:5]=2[C:16](OC)=[O:17])[CH2:3][CH2:2]1.[H-].[Al+3].[Li+].[H-].[H-].[H-].Cl. Product: [CH:1]1([C:4]2[O:8][N:7]=[C:6]([C@@H:9]3[CH2:11][C@H:10]3[C:12]([F:14])([F:13])[F:15])[C:5]=2[CH2:16][OH:17])[CH2:2][CH2:3]1. The catalyst class is: 1. (2) Reactant: [F:1][C:2]1[CH:23]=[CH:22][C:5]([CH2:6][N:7]2[C:11]3=[CH:12][N:13]=[C:14]([C:19](O)=[O:20])[C:15]([CH2:16][CH2:17][OH:18])=[C:10]3[CH:9]=[CH:8]2)=[CH:4][CH:3]=1.C(N(CC)CC)C.[NH2:31][O:32][CH:33]1[CH2:38][CH2:37][CH2:36][CH2:35][O:34]1.[O:34]1[CH2:35][CH2:36][CH2:37][CH2:38][CH:33]1[O:32][NH2:31].F[P-](F)(F)(F)(F)F.N1(OC(N(C)C)=[N+](C)C)C2N=CC=CC=2N=N1. Product: [F:1][C:2]1[CH:3]=[CH:4][C:5]([CH2:6][N:7]2[C:11]3=[CH:12][N:13]=[C:14]([C:19]([NH:31][O:32][CH:33]4[CH2:38][CH2:37][CH2:36][CH2:35][O:34]4)=[O:20])[C:15]([CH2:16][CH2:17][OH:18])=[C:10]3[CH:9]=[CH:8]2)=[CH:22][CH:23]=1. The catalyst class is: 3. (3) Reactant: [Cl:1][C:2]1[N:7]=[C:6]([N:8]2[CH:12]=[C:11]([C:13](OCC)=[O:14])[C:10]([CH3:18])=[N:9]2)[C:5]([F:19])=[CH:4][N:3]=1.[H-].C([Al+]CC(C)C)C(C)C. The catalyst class is: 207. Product: [Cl:1][C:2]1[N:7]=[C:6]([N:8]2[CH:12]=[C:11]([CH2:13][OH:14])[C:10]([CH3:18])=[N:9]2)[C:5]([F:19])=[CH:4][N:3]=1. (4) Product: [NH2:1][C:2]1[C:3]2[C:15]([C:16]3[CH:21]=[CH:20][CH:19]=[C:18]([O:22][CH3:23])[CH:17]=3)=[C:14]([CH3:24])[S:13][C:4]=2[NH:5][C:6](=[O:12])[CH:7]=1. The catalyst class is: 8. Reactant: [NH2:1][C:2]1[C:3]2[C:15]([C:16]3[CH:21]=[CH:20][CH:19]=[C:18]([O:22][CH3:23])[CH:17]=3)=[C:14]([CH3:24])[S:13][C:4]=2[NH:5][C:6](=[O:12])[C:7]=1C(OC)=O.[OH-].[Na+].C1(OC2C=CC=CC=2)C=CC=CC=1.